From a dataset of Cav3 T-type calcium channel HTS with 100,875 compounds. Binary Classification. Given a drug SMILES string, predict its activity (active/inactive) in a high-throughput screening assay against a specified biological target. (1) The molecule is s1c(NC(=O)CN2CCOCC2)c(c(c1C)C)C(=O)c1ccccc1. The result is 0 (inactive). (2) The molecule is Clc1ccc(C(=O)C2C(O)(NC(=O)NC2c2cc(OC)c(O)cc2)C(F)(F)F)cc1. The result is 0 (inactive). (3) The result is 0 (inactive). The drug is S(c1n(c(nn1)C(N(C)C)CC)Cc1ccccc1)CC(=O)NCC1OCCC1. (4) The compound is Clc1cc(NC(=O)CSc2n(c(nn2)CNC(=O)c2sccc2)CC)c(cc1)C. The result is 0 (inactive). (5) The drug is S(=O)(=O)(N1C(Cc2c1cccc2)C)c1cc(ccc1)C(=O)c1n(ccn1)C. The result is 0 (inactive). (6) The compound is S(c1nc2c(CCCC2)c(c1C#N)c1occc1)CC(=O)Nc1cc(OC)ccc1. The result is 0 (inactive). (7) The drug is Fc1c(C(=O)N(Cc2cc3c([nH]c2=O)ccc(OCC)c3)CCO)cccc1. The result is 0 (inactive).